From a dataset of Forward reaction prediction with 1.9M reactions from USPTO patents (1976-2016). Predict the product of the given reaction. (1) Given the reactants [OH:1][CH:2]([CH2:17][OH:18])[CH2:3][N:4]1[C:9](=[O:10])[CH:8]=[N:7][C:6]2[CH:11]=[CH:12][C:13]([O:15][CH3:16])=[N:14][C:5]1=2.[Si:19](Cl)([C:22]([CH3:25])([CH3:24])[CH3:23])([CH3:21])[CH3:20].C(N(CC)CC)C.O.C(=O)(O)[O-].[Na+], predict the reaction product. The product is: [Si:19]([O:18][CH2:17][CH:2]([OH:1])[CH2:3][N:4]1[C:9](=[O:10])[CH:8]=[N:7][C:6]2[CH:11]=[CH:12][C:13]([O:15][CH3:16])=[N:14][C:5]1=2)([C:22]([CH3:25])([CH3:24])[CH3:23])([CH3:21])[CH3:20]. (2) Given the reactants [Cl:1][C:2]1[N:3]=[N:4][C:5]([Cl:9])=[CH:6][C:7]=1[CH3:8].[NH4+:10].[OH-], predict the reaction product. The product is: [Cl:9][C:5]1[N:4]=[N:3][C:2]([NH2:10])=[C:7]([CH3:8])[CH:6]=1.[Cl:1][C:2]1[N:3]=[N:4][C:5]([NH2:10])=[CH:6][C:7]=1[CH3:8]. (3) Given the reactants [Br:1][C:2]1[CH:3]=[C:4]([NH:10][C:11]2[N:16]=[C:15]([NH:17][CH:18]3[CH2:24][CH2:23][CH2:22][CH2:21][CH2:20][CH2:19]3)[N:14]=[C:13]([N:25]([CH3:33])[CH:26]3[CH2:31][CH2:30][N:29]([CH3:32])[CH2:28][CH2:27]3)[N:12]=2)[CH:5]=[CH:6][C:7]=1[O:8][CH3:9].[ClH:34], predict the reaction product. The product is: [ClH:34].[Br:1][C:2]1[CH:3]=[C:4]([NH:10][C:11]2[N:16]=[C:15]([NH:17][CH:18]3[CH2:19][CH2:20][CH2:21][CH2:22][CH2:23][CH2:24]3)[N:14]=[C:13]([N:25]([CH3:33])[CH:26]3[CH2:27][CH2:28][N:29]([CH3:32])[CH2:30][CH2:31]3)[N:12]=2)[CH:5]=[CH:6][C:7]=1[O:8][CH3:9]. (4) Given the reactants [CH3:1][O:2][C:3]([C:5]1[CH:10]=[CH:9][C:8]([CH2:11][CH2:12][CH:13]([CH2:17][CH2:18][C:19]2[CH:24]=[CH:23][C:22]([C:25]([O:27][CH3:28])=[O:26])=[CH:21][CH:20]=2)[C:14](O)=[O:15])=[CH:7][CH:6]=1)=[O:4].[Cl-].[NH4+], predict the reaction product. The product is: [OH:15][CH2:14][CH:13]([CH2:12][CH2:11][C:8]1[CH:7]=[CH:6][C:5]([C:3]([O:2][CH3:1])=[O:4])=[CH:10][CH:9]=1)[CH2:17][CH2:18][C:19]1[CH:20]=[CH:21][C:22]([C:25]([O:27][CH3:28])=[O:26])=[CH:23][CH:24]=1. (5) The product is: [NH2:1][C:2]1[N:3]=[CH:4][C:5]([C:8]2[C:9]3[CH2:22][CH2:21][N:20]([C@:23]4([CH3:35])[CH2:27][CH2:26][N:25]([C:28]([NH:45][CH3:44])=[O:29])[CH2:24]4)[C:10]=3[N:11]=[C:12]([N:14]3[CH2:19][CH2:18][O:17][CH2:16][CH2:15]3)[N:13]=2)=[CH:6][N:7]=1. Given the reactants [NH2:1][C:2]1[N:7]=[CH:6][C:5]([C:8]2[C:9]3[CH2:22][CH2:21][N:20]([C@:23]4([CH3:35])[CH2:27][CH2:26][N:25]([C:28](OC(C)(C)C)=[O:29])[CH2:24]4)[C:10]=3[N:11]=[C:12]([N:14]3[CH2:19][CH2:18][O:17][CH2:16][CH2:15]3)[N:13]=2)=[CH:4][N:3]=1.Cl.O1CCOCC1.C[CH2:44][N:45](C(C)C)C(C)C.CN=C=O.C([O-])(O)=O.[Na+], predict the reaction product.